This data is from Full USPTO retrosynthesis dataset with 1.9M reactions from patents (1976-2016). The task is: Predict the reactants needed to synthesize the given product. (1) Given the product [NH2:12][C:10]1[CH:9]=[CH:8][C:3]([C:4]([NH:6][CH3:7])=[O:5])=[C:2]([F:1])[CH:11]=1, predict the reactants needed to synthesize it. The reactants are: [F:1][C:2]1[CH:11]=[C:10]([N+:12]([O-])=O)[CH:9]=[CH:8][C:3]=1[C:4]([NH:6][CH3:7])=[O:5].C(OCC)(=O)C. (2) Given the product [Si:15]([O:14][C@H:13]1[CH2:12][NH:11][CH2:10][C@H:9]1[N:8]([CH3:32])[C:6](=[O:7])[O:5][C:1]([CH3:4])([CH3:3])[CH3:2])([C:18]([CH3:21])([CH3:20])[CH3:19])([CH3:16])[CH3:17], predict the reactants needed to synthesize it. The reactants are: [C:1]([O:5][C:6]([N:8]([CH3:32])[C@H:9]1[C@@H:13]([O:14][Si:15]([C:18]([CH3:21])([CH3:20])[CH3:19])([CH3:17])[CH3:16])[CH2:12][N:11](C(OCC2C=CC=CC=2)=O)[CH2:10]1)=[O:7])([CH3:4])([CH3:3])[CH3:2].